This data is from Peptide-MHC class I binding affinity with 185,985 pairs from IEDB/IMGT. The task is: Regression. Given a peptide amino acid sequence and an MHC pseudo amino acid sequence, predict their binding affinity value. This is MHC class I binding data. (1) The peptide sequence is DGAEGINPY. The MHC is HLA-B35:01 with pseudo-sequence HLA-B35:01. The binding affinity (normalized) is 0.484. (2) The peptide sequence is TSAYLVSIF. The MHC is HLA-B15:01 with pseudo-sequence HLA-B15:01. The binding affinity (normalized) is 0.877.